From a dataset of Reaction yield outcomes from USPTO patents with 853,638 reactions. Predict the reaction yield, written as a fraction of the theoretical maximum amount of product (1.0 means a 100% yield; for example, 0.34 means a 34% yield). The product is [Br:7][C:8]1[CH:17]=[CH:16][C:11]2[N:12]=[C:13]([CH:2]([CH3:3])[C:1]([O:5][CH3:6])=[O:4])[S:14][C:10]=2[CH:9]=1. The catalyst is C1(C)C=CC=CC=1. The yield is 0.740. The reactants are [C:1]([O:5][CH3:6])(=[O:4])[CH2:2][CH3:3].[Br:7][C:8]1[CH:17]=[CH:16][C:11]2[N:12]=[C:13](Cl)[S:14][C:10]=2[CH:9]=1.C[Si]([N-][Si](C)(C)C)(C)C.[Na+].C1COCC1.